From a dataset of Full USPTO retrosynthesis dataset with 1.9M reactions from patents (1976-2016). Predict the reactants needed to synthesize the given product. (1) Given the product [OH:4][C:5]1[CH:28]=[CH:27][CH:26]=[CH:25][C:6]=1[C:7]([O:9][C:10]1[CH:15]=[CH:14][CH:13]=[C:12]([CH2:16][OH:17])[CH:11]=1)=[O:8], predict the reactants needed to synthesize it. The reactants are: C([O:4][C:5]1[CH:28]=[CH:27][CH:26]=[CH:25][C:6]=1[C:7]([O:9][C:10]1[CH:15]=[CH:14][CH:13]=[C:12]([CH2:16][O:17][Si](C(C)(C)C)(C)C)[CH:11]=1)=[O:8])(=O)C.Cl.CCOC(C)=O. (2) Given the product [Cl:13][C:5]1[N:4]=[C:3]([CH2:2][O:14][CH2:15][C:16]2([C:29]3[CH:30]=[CH:31][CH:32]=[CH:33][CH:34]=3)[CH2:21][CH2:20][N:19]([C:22]([O:24][C:25]([CH3:27])([CH3:28])[CH3:26])=[O:23])[CH2:18][CH2:17]2)[CH:8]=[C:7]([C:9]([F:12])([F:11])[F:10])[CH:6]=1, predict the reactants needed to synthesize it. The reactants are: Br[CH2:2][C:3]1[CH:8]=[C:7]([C:9]([F:12])([F:11])[F:10])[CH:6]=[C:5]([Cl:13])[N:4]=1.[OH:14][CH2:15][C:16]1([C:29]2[CH:34]=[CH:33][CH:32]=[CH:31][CH:30]=2)[CH2:21][CH2:20][N:19]([C:22]([O:24][C:25]([CH3:28])([CH3:27])[CH3:26])=[O:23])[CH2:18][CH2:17]1.CC(C)([O-])C.[K+]. (3) Given the product [O:1]1[C:6]2[CH:7]=[CH:8][CH:9]=[CH:10][C:5]=2[O:4][CH2:3][C@@H:2]1[CH2:11][N:13]1[CH2:18][CH2:17][CH2:16][C@H:15]([C:19]2[CH:24]=[CH:23][C:22]([F:25])=[CH:21][CH:20]=2)[CH2:14]1, predict the reactants needed to synthesize it. The reactants are: [O:1]1[C:6]2[CH:7]=[CH:8][CH:9]=[CH:10][C:5]=2[O:4][CH2:3][C@@H:2]1[C:11]([N:13]1[CH2:18][CH2:17][CH2:16][C@H:15]([C:19]2[CH:24]=[CH:23][C:22]([F:25])=[CH:21][CH:20]=2)[CH2:14]1)=O. (4) Given the product [C:3]([O:7][C:8]([C:10]1([CH3:29])[CH:18]2[CH:13]([CH2:14][CH2:15][CH2:16][CH2:17]2)[CH2:12][NH:11]1)=[O:9])([CH3:6])([CH3:4])[CH3:5], predict the reactants needed to synthesize it. The reactants are: [H][H].[C:3]([O:7][C:8]([C:10]1([CH3:29])[C:18]2[C:13](=[CH:14][CH:15]=[CH:16][CH:17]=2)[CH2:12][N:11]1C(OCC1C=CC=CC=1)=O)=[O:9])([CH3:6])([CH3:5])[CH3:4]. (5) Given the product [Br:1][C:2]1[CH:7]=[CH:6][C:5]([C:10]#[C:11][CH2:12][CH2:13][CH3:14])=[C:4]([F:9])[CH:3]=1, predict the reactants needed to synthesize it. The reactants are: [Br:1][C:2]1[CH:7]=[CH:6][C:5](I)=[C:4]([F:9])[CH:3]=1.[CH:10]#[C:11][CH2:12][CH2:13][CH3:14].O.CCOCC. (6) Given the product [CH:1]([NH:4][C:5]([N:29]1[C:37]2[CH:36]=[CH:35][CH:34]=[C:33]([C:38]([OH:40])=[O:39])[C:32]=2[CH:31]=[CH:30]1)=[O:16])([CH3:3])[CH3:2], predict the reactants needed to synthesize it. The reactants are: [CH:1]([NH:4][C:5](=[O:16])NC1C=C(C=CN=1)C(O)=O)([CH3:3])[CH3:2].NC1C=C(C=CN=1)C(OCC)=O.[NH:29]1[C:37]2[CH:36]=[CH:35][CH:34]=[C:33]([C:38]([O:40]C)=[O:39])[C:32]=2[CH:31]=[CH:30]1.